Task: Regression. Given two drug SMILES strings and cell line genomic features, predict the synergy score measuring deviation from expected non-interaction effect.. Dataset: Merck oncology drug combination screen with 23,052 pairs across 39 cell lines (1) Drug 1: COC12C(COC(N)=O)C3=C(C(=O)C(C)=C(N)C3=O)N1CC1NC12. Drug 2: CNC(=O)c1cc(Oc2ccc(NC(=O)Nc3ccc(Cl)c(C(F)(F)F)c3)cc2)ccn1. Cell line: RKO. Synergy scores: synergy=-19.1. (2) Drug 1: COc1cc(C2c3cc4c(cc3C(OC3OC5COC(C)OC5C(O)C3O)C3COC(=O)C23)OCO4)cc(OC)c1O. Drug 2: NC1(c2ccc(-c3nc4ccn5c(=O)[nH]nc5c4cc3-c3ccccc3)cc2)CCC1. Cell line: NCIH520. Synergy scores: synergy=10.9. (3) Drug 1: CNC(=O)c1cc(Oc2ccc(NC(=O)Nc3ccc(Cl)c(C(F)(F)F)c3)cc2)ccn1. Drug 2: Cn1cc(-c2cnn3c(N)c(Br)c(C4CCCNC4)nc23)cn1. Cell line: ZR751. Synergy scores: synergy=-20.8. (4) Drug 1: O=S1(=O)NC2(CN1CC(F)(F)F)C1CCC2Cc2cc(C=CCN3CCC(C(F)(F)F)CC3)ccc2C1. Drug 2: CCc1c2c(nc3ccc(O)cc13)-c1cc3c(c(=O)n1C2)COC(=O)C3(O)CC. Cell line: A427. Synergy scores: synergy=-3.77. (5) Drug 1: O=C(NOCC(O)CO)c1ccc(F)c(F)c1Nc1ccc(I)cc1F. Drug 2: CCC1(O)C(=O)OCc2c1cc1n(c2=O)Cc2cc3c(CN(C)C)c(O)ccc3nc2-1. Cell line: ZR751. Synergy scores: synergy=28.2. (6) Drug 1: NC1(c2ccc(-c3nc4ccn5c(=O)[nH]nc5c4cc3-c3ccccc3)cc2)CCC1. Drug 2: COC1CC2CCC(C)C(O)(O2)C(=O)C(=O)N2CCCCC2C(=O)OC(C(C)CC2CCC(OP(C)(C)=O)C(OC)C2)CC(=O)C(C)C=C(C)C(O)C(OC)C(=O)C(C)CC(C)C=CC=CC=C1C. Cell line: NCIH23. Synergy scores: synergy=14.3. (7) Drug 1: Cn1nnc2c(C(N)=O)ncn2c1=O. Drug 2: Cn1c(=O)n(-c2ccc(C(C)(C)C#N)cc2)c2c3cc(-c4cnc5ccccc5c4)ccc3ncc21. Cell line: MSTO. Synergy scores: synergy=45.0. (8) Cell line: NCIH2122. Drug 1: CC(C)CC(NC(=O)C(Cc1ccccc1)NC(=O)c1cnccn1)B(O)O. Drug 2: CCC1(O)C(=O)OCc2c1cc1n(c2=O)Cc2cc3c(CN(C)C)c(O)ccc3nc2-1. Synergy scores: synergy=-8.78. (9) Drug 1: CN(C)C(=N)N=C(N)N. Drug 2: Cn1c(=O)n(-c2ccc(C(C)(C)C#N)cc2)c2c3cc(-c4cnc5ccccc5c4)ccc3ncc21. Cell line: ZR751. Synergy scores: synergy=15.9. (10) Drug 1: CC1CC2C3CCC4=CC(=O)C=CC4(C)C3(F)C(O)CC2(C)C1(O)C(=O)CO. Drug 2: Cn1c(=O)n(-c2ccc(C(C)(C)C#N)cc2)c2c3cc(-c4cnc5ccccc5c4)ccc3ncc21. Cell line: MDAMB436. Synergy scores: synergy=13.8.